Dataset: Full USPTO retrosynthesis dataset with 1.9M reactions from patents (1976-2016). Task: Predict the reactants needed to synthesize the given product. Given the product [F:61][C:62]([F:67])([F:66])[C:63]([OH:65])=[O:64].[O:60]=[C:54]1[C:53]2[CH:52]=[C:51]([C:49]3[CH:48]=[CH:47][N:46]=[C:45]([C:41]4[CH:40]=[C:39]([CH:44]=[CH:43][CH:42]=4)[CH2:38][NH:37][C:1](=[O:6])[C:2]#[C:3][CH3:4])[CH:50]=3)[NH:59][C:58]=2[CH2:57][CH2:56][NH:55]1, predict the reactants needed to synthesize it. The reactants are: [C:1]([OH:6])(=O)[C:2]#[C:3][CH3:4].CN1CCOCC1.CN(C(ON1N=NC2C=CC=CC1=2)=[N+](C)C)C.[B-](F)(F)(F)F.Cl.[NH2:37][CH2:38][C:39]1[CH:40]=[C:41]([C:45]2[CH:50]=[C:49]([C:51]3[NH:59][C:58]4[CH2:57][CH2:56][NH:55][C:54](=[O:60])[C:53]=4[CH:52]=3)[CH:48]=[CH:47][N:46]=2)[CH:42]=[CH:43][CH:44]=1.[F:61][C:62]([F:67])([F:66])[C:63]([OH:65])=[O:64].